Dataset: Catalyst prediction with 721,799 reactions and 888 catalyst types from USPTO. Task: Predict which catalyst facilitates the given reaction. (1) Product: [CH:21]1([NH:26][C:8]2[CH:9]=[CH:10][C:5]([C:3](=[O:4])[C:2]([F:13])([F:12])[F:1])=[CH:6][CH:7]=2)[CH2:25][CH2:24][CH2:23][CH2:22]1. The catalyst class is: 10. Reactant: [F:1][C:2]([F:13])([F:12])[C:3]([C:5]1[CH:10]=[CH:9][C:8](F)=[CH:7][CH:6]=1)=[O:4].C(N(CC)CC)C.[CH:21]1([NH2:26])[CH2:25][CH2:24][CH2:23][CH2:22]1. (2) Product: [CH3:22][N:13]([C:11]([O:10][CH2:9][C:3]1[CH:4]=[CH:5][CH:6]=[CH:7][CH:8]=1)=[O:12])[C:14]1([C:17]([O:19][CH3:20])=[O:18])[CH2:16][CH2:15]1. The catalyst class is: 18. Reactant: [H-].[Na+].[C:3]1([CH2:9][O:10][C:11]([NH:13][C:14]2([C:17]([O:19][CH3:20])=[O:18])[CH2:16][CH2:15]2)=[O:12])[CH:8]=[CH:7][CH:6]=[CH:5][CH:4]=1.I[CH3:22]. (3) Reactant: FC(F)(F)S(OS(C(F)(F)F)(=O)=O)(=O)=O.O[CH:17]([O:19][C:20](=[O:23])[CH:21]=[CH2:22])[CH3:18].[CH2:24](N(CC)CC)C.[CH2:31]([OH:34])[CH2:32][OH:33]. Product: [OH:33][CH2:32][CH2:31][O:34][CH2:22][C:21](=[CH2:24])[C:20]([O:19][CH2:17][CH3:18])=[O:23]. The catalyst class is: 4. (4) Reactant: [CH2:1]([O:8][C:9]1[CH:10]=[C:11]([CH:15]=[CH:16][C:17]=1[I:18])[C:12](O)=[O:13])[C:2]1[CH:7]=[CH:6][CH:5]=[CH:4][CH:3]=1. Product: [CH2:1]([O:8][C:9]1[CH:10]=[C:11]([CH2:12][OH:13])[CH:15]=[CH:16][C:17]=1[I:18])[C:2]1[CH:3]=[CH:4][CH:5]=[CH:6][CH:7]=1. The catalyst class is: 1. (5) The catalyst class is: 11. Reactant: [C:1]([CH:4]([CH2:9][C:10]([O:12][CH3:13])=[O:11])[C:5]([O:7]C)=O)(=O)[CH3:2].[NH2:14][C:15]1[CH:19]=[C:18]([C:20]([CH3:23])([CH3:22])[CH3:21])[NH:17][N:16]=1. Product: [C:20]([C:18]1[CH:19]=[C:15]2[N:14]=[C:1]([CH3:2])[C:4]([CH2:9][C:10]([O:12][CH3:13])=[O:11])=[C:5]([OH:7])[N:16]2[N:17]=1)([CH3:23])([CH3:22])[CH3:21]. (6) Reactant: C(O[C:6](=O)[NH:7][CH2:8][CH2:9][NH:10][CH:11]([C:15]1[N:24]([CH2:25][C:26]2[CH:31]=[CH:30][CH:29]=[CH:28][CH:27]=2)[C:23](=[O:32])[C:22]2[C:17](=[CH:18][C:19]([Cl:33])=[CH:20][CH:21]=2)[N:16]=1)[CH:12]([CH3:14])[CH3:13])(C)(C)C.[C:35](O[BH-](OC(=O)C)OC(=O)C)(=[O:37])[CH3:36].[Na+].NC(C1N(CC2C=CC=CC=2)C(=O)C2C(=CC(Cl)=CC=2)N=1)C(C)C.O=CCNC(=O)OC(C)(C)C. Product: [CH2:25]([N:24]1[C:23](=[O:32])[C:22]2[C:17](=[CH:18][C:19]([Cl:33])=[CH:20][CH:21]=2)[N:16]=[C:15]1[CH:11]([N:10]1[C:35](=[O:37])[CH2:36][CH2:6][NH:7][CH2:8][CH2:9]1)[CH:12]([CH3:14])[CH3:13])[C:26]1[CH:31]=[CH:30][CH:29]=[CH:28][CH:27]=1. The catalyst class is: 2. (7) The catalyst class is: 101. Product: [N:20]1[N:16]([C:11]2[CH:12]=[CH:13][CH:14]=[CH:15][C:10]=2[C:9]([NH:8][C@H:4]2[CH2:5][CH2:6][CH2:7][C@@H:3]2[NH:2][C:23]2[CH:28]=[CH:27][C:26]([O:29][C:30]([F:31])([F:33])[F:32])=[CH:25][N:24]=2)=[O:21])[N:17]=[CH:18][CH:19]=1. Reactant: Cl.[NH2:2][C@H:3]1[CH2:7][CH2:6][CH2:5][C@@H:4]1[NH:8][C:9](=[O:21])[C:10]1[CH:15]=[CH:14][CH:13]=[CH:12][C:11]=1[N:16]1[N:20]=[CH:19][CH:18]=[N:17]1.Br[C:23]1[CH:28]=[CH:27][C:26]([O:29][C:30]([F:33])([F:32])[F:31])=[CH:25][N:24]=1.C1C=CC(P(C2C(C3C(P(C4C=CC=CC=4)C4C=CC=CC=4)=CC=C4C=3C=CC=C4)=C3C(C=CC=C3)=CC=2)C2C=CC=CC=2)=CC=1.CC(C)([O-])C.[Na+]. (8) Reactant: [N+:1]([C:4]1[CH:9]=[CH:8][CH:7]=[CH:6][C:5]=1[CH2:10][C:11]([O:13][C:14]([CH3:17])([CH3:16])[CH3:15])=[O:12])([O-:3])=[O:2].C1C(=O)N([Br:25])C(=O)C1.CC(N=NC(C#N)(C)C)(C#N)C. Product: [Br:25][CH:10]([C:5]1[CH:6]=[CH:7][CH:8]=[CH:9][C:4]=1[N+:1]([O-:3])=[O:2])[C:11]([O:13][C:14]([CH3:17])([CH3:16])[CH3:15])=[O:12]. The catalyst class is: 53. (9) Product: [Cl:21][C:5]1[C:6]([NH:8][C:9]2[CH:14]=[CH:13][CH:12]=[CH:11][C:10]=2[S:15]([CH:18]([CH3:20])[CH3:19])(=[O:17])=[O:16])=[N:7][C:2]([NH:30][C:29]2[CH:31]=[CH:32][C:26]([P:23]([CH3:25])([CH3:22])=[O:24])=[CH:27][C:28]=2[CH3:33])=[N:3][CH:4]=1. Reactant: Cl[C:2]1[N:7]=[C:6]([NH:8][C:9]2[CH:14]=[CH:13][CH:12]=[CH:11][C:10]=2[S:15]([CH:18]([CH3:20])[CH3:19])(=[O:17])=[O:16])[C:5]([Cl:21])=[CH:4][N:3]=1.[CH3:22][P:23]([C:26]1[CH:32]=[CH:31][C:29]([NH2:30])=[C:28]([CH3:33])[CH:27]=1)([CH3:25])=[O:24].[OH-].[Na+]. The catalyst class is: 141.